Dataset: Catalyst prediction with 721,799 reactions and 888 catalyst types from USPTO. Task: Predict which catalyst facilitates the given reaction. (1) Reactant: F[B-](F)(F)F.N1(OC(N(C)C)=[N+](C)C)C2C=CC=CC=2N=N1.F[P-](F)(F)(F)(F)F.C[N+](C)=C(N(C)C)ON1C2N=CC=CC=2N=N1.[CH:47]1([C:52]([OH:54])=O)[CH2:51][CH2:50][CH2:49][CH2:48]1.C(N(C(C)C)C(C)C)C.[CH3:64][O:65][C:66]1[C:71]2[CH2:72][C@@H:73]3[C:78]([CH3:80])([CH3:79])[C@:77]([CH3:81])([C:70]=2[CH:69]=[CH:68][CH:67]=1)[CH2:76][CH2:75][NH:74]3. Product: [CH:47]1([C:52]([N:74]2[CH2:75][CH2:76][C@:77]3([CH3:81])[C:78]([CH3:80])([CH3:79])[C@H:73]2[CH2:72][C:71]2[C:66]([O:65][CH3:64])=[CH:67][CH:68]=[CH:69][C:70]=23)=[O:54])[CH2:48][CH2:49][CH2:50][CH2:51]1. The catalyst class is: 42. (2) Reactant: I[C:2]1[CH:7]=[C:6]([S:8]([F:13])([F:12])([F:11])([F:10])[F:9])[CH:5]=[C:4]([I:14])[C:3]=1[C:15]#[N:16].[Cu](C#N)[C:18]#[N:19].O.N. Product: [I:14][C:4]1[CH:5]=[C:6]([S:8]([F:13])([F:12])([F:11])([F:10])[F:9])[CH:7]=[C:2]([C:18]#[N:19])[C:3]=1[C:15]#[N:16]. The catalyst class is: 9. (3) Reactant: C[O:2][C:3]1[C:11]2[O:10][C:9]([C:12]([O:14]CC)=[O:13])=[CH:8][C:7]=2[CH:6]=[C:5]([N+:17]([O-:19])=[O:18])[CH:4]=1.Br.O. Product: [OH:2][C:3]1[C:11]2[O:10][C:9]([C:12]([OH:14])=[O:13])=[CH:8][C:7]=2[CH:6]=[C:5]([N+:17]([O-:19])=[O:18])[CH:4]=1. The catalyst class is: 15. (4) Reactant: [N+:1]([C:4]1[CH:23]=[CH:22][C:7]([O:8][CH:9]2[CH2:14][CH2:13][N:12](C(OC(C)(C)C)=O)[CH2:11][CH2:10]2)=[CH:6][CH:5]=1)([O-:3])=[O:2].FC(F)(F)C(O)=O. Product: [N+:1]([C:4]1[CH:23]=[CH:22][C:7]([O:8][CH:9]2[CH2:10][CH2:11][NH:12][CH2:13][CH2:14]2)=[CH:6][CH:5]=1)([O-:3])=[O:2]. The catalyst class is: 4.